Dataset: Forward reaction prediction with 1.9M reactions from USPTO patents (1976-2016). Task: Predict the product of the given reaction. (1) Given the reactants C(OC([N:8]1[CH2:13][CH2:12][N:11]([C:14]([C:16]2[CH:20]=[C:19]([C:21]3[CH:26]=[CH:25][CH:24]=[CH:23][CH:22]=3)[N:18]([C:27]3[CH:28]=[N:29][C:30]([O:33][CH3:34])=[CH:31][CH:32]=3)[N:17]=2)=[O:15])[CH2:10][CH2:9]1)=O)(C)(C)C.C(Cl)[Cl:36], predict the reaction product. The product is: [ClH:36].[CH3:34][O:33][C:30]1[N:29]=[CH:28][C:27]([N:18]2[C:19]([C:21]3[CH:22]=[CH:23][CH:24]=[CH:25][CH:26]=3)=[CH:20][C:16]([C:14]([N:11]3[CH2:12][CH2:13][NH:8][CH2:9][CH2:10]3)=[O:15])=[N:17]2)=[CH:32][CH:31]=1. (2) Given the reactants COC(C1[CH:14]=[C:13](O)[C:12]2[C:7](=[C:8](OCC3C=CC=CC=3)[CH:9]=[C:10](Br)[CH:11]=2)N=1)=O.[CH3:25][O:26][C:27]([C:29]1[CH:38]=[C:37]([O:39][CH2:40][C:41]2[CH:46]=[CH:45][CH:44]=[CH:43][CH:42]=2)[C:36]2[C:31](=[C:32]([N+:48]([O-:50])=[O:49])[CH:33]=[CH:34][C:35]=2Br)[N:30]=1)=[O:28], predict the reaction product. The product is: [CH3:25][O:26][C:27]([C:29]1[CH:38]=[C:37]([O:39][CH2:40][C:41]2[CH:46]=[CH:45][CH:44]=[CH:43][CH:42]=2)[C:36]2[C:31](=[C:32]([N+:48]([O-:50])=[O:49])[CH:33]=[CH:34][C:35]=2[C:14]#[C:13][C:12]2[CH:7]=[CH:8][CH:9]=[CH:10][CH:11]=2)[N:30]=1)=[O:28]. (3) The product is: [F:40][C:41]1([F:53])[O:45][C:44]2[CH:46]=[CH:47][CH:48]=[C:49]([C@@H:32]([N:28]3[CH2:29][CH2:30][N:25]([C:23]([C:22]4[CH:21]=[N:20][N:12]5[C:13]([C:16]([F:17])([F:19])[F:18])=[C:14]([CH3:15])[C:9]([C:6]6[CH:5]=[CH:4][C:3]([O:2][CH3:1])=[CH:8][CH:7]=6)=[N:10][C:11]=45)=[O:24])[C@H:26]([CH3:31])[CH2:27]3)[CH2:33][OH:34])[C:43]=2[O:42]1. Given the reactants [CH3:1][O:2][C:3]1[CH:8]=[CH:7][C:6]([C:9]2[C:14]([CH3:15])=[C:13]([C:16]([F:19])([F:18])[F:17])[N:12]3[N:20]=[CH:21][C:22]([C:23]([N:25]4[CH2:30][CH2:29][NH:28][CH2:27][C@H:26]4[CH3:31])=[O:24])=[C:11]3[N:10]=2)=[CH:5][CH:4]=1.[CH2:32]1OC(O)C[O:34][CH:33]1O.[F:40][C:41]1([F:53])[O:45][C:44]2[CH:46]=[CH:47][CH:48]=[C:49](B(O)O)[C:43]=2[O:42]1.CC#N, predict the reaction product. (4) Given the reactants [C:1]([C:5]1[CH:6]=[C:7]([N+:15]([O-:17])=[O:16])[C:8]([O:13][CH3:14])=[C:9]([CH:12]=1)[CH:10]=[O:11])([CH3:4])([CH3:3])[CH3:2].[CH2:18](O)[CH2:19][OH:20], predict the reaction product. The product is: [C:1]([C:5]1[CH:6]=[C:7]([N+:15]([O-:17])=[O:16])[C:8]([O:13][CH3:14])=[C:9]([CH:10]2[O:20][CH2:19][CH2:18][O:11]2)[CH:12]=1)([CH3:4])([CH3:2])[CH3:3]. (5) Given the reactants [C:1]1([CH:7]([CH2:9][CH2:10][CH2:11][CH2:12][CH2:13][CH2:14][CH2:15][CH2:16][CH2:17][CH2:18][CH3:19])[CH3:8])[CH:6]=[CH:5][CH:4]=[CH:3][CH:2]=1.S(=O)(=O)(O)O.CO[CH2:27][Br:28], predict the reaction product. The product is: [Br:28][CH2:27][C:4]1[CH:5]=[CH:6][C:1]([CH:7]([CH2:9][CH2:10][CH2:11][CH2:12][CH2:13][CH2:14][CH2:15][CH2:16][CH2:17][CH2:18][CH3:19])[CH3:8])=[CH:2][CH:3]=1. (6) Given the reactants [F:1][C:2]1([F:18])[CH2:7][CH2:6][C:5]([C:15](=O)[CH3:16])([C:8]2[CH:9]=[N:10][C:11]([CH3:14])=[N:12][CH:13]=2)[CH2:4][CH2:3]1.[NH2:19][OH:20].Cl.[OH-].[Na+], predict the reaction product. The product is: [F:1][C:2]1([F:18])[CH2:7][CH2:6][C:5](/[C:15](=[N:19]\[OH:20])/[CH3:16])([C:8]2[CH:9]=[N:10][C:11]([CH3:14])=[N:12][CH:13]=2)[CH2:4][CH2:3]1. (7) Given the reactants C(OC([NH:8][C@H:9]([C:14]([N:16]1[CH2:24][C@H:23]([O:25][C:26]2[C:35]3[C:30](=[CH:31][CH:32]=[C:33]([CH:36]=[CH2:37])[CH:34]=3)[N:29]=[C:28]([C:38]3[CH:43]=[CH:42][CH:41]=[CH:40][CH:39]=3)[CH:27]=2)[CH2:22][C@H:17]1[C:18]([O:20][CH3:21])=[O:19])=[O:15])[CH2:10][CH2:11][CH2:12][CH3:13])=O)(C)(C)C.Cl.CCN(C(C)C)C(C)C.[CH2:54]([S:59](Cl)(=[O:61])=[O:60])[CH2:55][CH2:56][CH:57]=[CH2:58], predict the reaction product. The product is: [CH2:54]([S:59]([NH:8][C@H:9]([C:14]([N:16]1[CH2:24][C@H:23]([O:25][C:26]2[C:35]3[C:30](=[CH:31][CH:32]=[C:33]([CH:36]=[CH2:37])[CH:34]=3)[N:29]=[C:28]([C:38]3[CH:43]=[CH:42][CH:41]=[CH:40][CH:39]=3)[CH:27]=2)[CH2:22][C@H:17]1[C:18]([O:20][CH3:21])=[O:19])=[O:15])[CH2:10][CH2:11][CH2:12][CH3:13])(=[O:61])=[O:60])[CH2:55][CH2:56][CH:57]=[CH2:58]. (8) Given the reactants [Br:1][C:2]1[N:3]=[C:4]([CH2:7][O:8][C:9]2[C:10]([F:18])=[C:11]([C:14]([F:17])=[CH:15][CH:16]=2)[C:12]#[N:13])[S:5][CH:6]=1.Cl.[NH2:20][OH:21].[OH-].[Na+], predict the reaction product. The product is: [Br:1][C:2]1[N:3]=[C:4]([CH2:7][O:8][C:9]2[C:10]([F:18])=[C:11]([C:14]([F:17])=[CH:15][CH:16]=2)[C:12](=[N:20][OH:21])[NH2:13])[S:5][CH:6]=1. (9) Given the reactants [Cl:1][C:2]1[CH:3]=[C:4]([CH:39]=[CH:40][C:41]=1[Cl:42])[CH2:5][O:6][C:7]1[CH:12]=[CH:11][C:10]([C@H:13]2[CH2:38][O:37][C:16]3=[CH:17][C:18]4[CH2:19][C@@H:20]([C:34](O)=[O:35])[N:21]([C@H:25]([C:28]5[CH:33]=[CH:32][CH:31]=[CH:30][CH:29]=5)[CH2:26][CH3:27])[CH2:22][C:23]=4[CH:24]=[C:15]3[O:14]2)=[CH:9][CH:8]=1.Cl.Cl.C[O:46][C:47](=[O:65])[C@@H:48]([NH2:64])[CH2:49][C:50]1[CH:55]=[CH:54][C:53]([C:56]2[CH:61]=[CH:60][N:59]=[C:58]([CH3:62])[C:57]=2[CH3:63])=[CH:52][CH:51]=1, predict the reaction product. The product is: [Cl:1][C:2]1[CH:3]=[C:4]([CH:39]=[CH:40][C:41]=1[Cl:42])[CH2:5][O:6][C:7]1[CH:8]=[CH:9][C:10]([C@H:13]2[CH2:38][O:37][C:16]3=[CH:17][C:18]4[CH2:19][C@@H:20]([C:34]([NH:64][C@@H:48]([CH2:49][C:50]5[CH:55]=[CH:54][C:53]([C:56]6[CH:61]=[CH:60][N:59]=[C:58]([CH3:62])[C:57]=6[CH3:63])=[CH:52][CH:51]=5)[C:47]([OH:46])=[O:65])=[O:35])[N:21]([C@H:25]([C:28]5[CH:33]=[CH:32][CH:31]=[CH:30][CH:29]=5)[CH2:26][CH3:27])[CH2:22][C:23]=4[CH:24]=[C:15]3[O:14]2)=[CH:11][CH:12]=1.